This data is from Reaction yield outcomes from USPTO patents with 853,638 reactions. The task is: Predict the reaction yield, written as a fraction of the theoretical maximum amount of product (1.0 means a 100% yield; for example, 0.34 means a 34% yield). (1) The reactants are C1(P(C2C=CC=CC=2)C2C=CC=CC=2)C=CC=CC=1.[CH2:20]([C:22]1[CH:23]=[CH:24][C:25]([O:36][CH:37]([CH3:41])[CH2:38][CH2:39][OH:40])=[C:26]([C:28]([C:30]2[CH:35]=[CH:34][CH:33]=[CH:32][CH:31]=2)=[O:29])[CH:27]=1)[CH3:21].[CH2:42]([O:44][C:45](=[O:57])[C:46]([O:49][C:50]1[CH:55]=[CH:54][CH:53]=[C:52](O)[CH:51]=1)([CH3:48])[CH3:47])[CH3:43].CCOC(/N=N/C(OCC)=O)=O. The catalyst is C1(C)C=CC=CC=1. The product is [CH2:42]([O:44][C:45](=[O:57])[C:46]([O:49][C:50]1[CH:55]=[CH:54][CH:53]=[C:52]([O:40][CH2:39][CH2:38][CH:37]([O:36][C:25]2[CH:24]=[CH:23][C:22]([CH2:20][CH3:21])=[CH:27][C:26]=2[C:28](=[O:29])[C:30]2[CH:31]=[CH:32][CH:33]=[CH:34][CH:35]=2)[CH3:41])[CH:51]=1)([CH3:48])[CH3:47])[CH3:43]. The yield is 0.560. (2) The reactants are N([O-])=O.[Na+].O.Cl.[CH2:7]([C:14]1[CH:19]=[CH:18][CH:17]=[CH:16][C:15]=1[C:20]1[NH:21][NH:22][C:23]([C:26]2[CH:27]=[C:28]([CH3:32])[CH:29]=[CH:30][CH:31]=2)=[N:24][N:25]=1)[C:8]1[CH:13]=[CH:12][CH:11]=[CH:10][CH:9]=1. The catalyst is C(Cl)Cl. The product is [CH2:7]([C:14]1[CH:19]=[CH:18][CH:17]=[CH:16][C:15]=1[C:20]1[N:21]=[N:22][C:23]([C:26]2[CH:27]=[C:28]([CH3:32])[CH:29]=[CH:30][CH:31]=2)=[N:24][N:25]=1)[C:8]1[CH:9]=[CH:10][CH:11]=[CH:12][CH:13]=1. The yield is 1.00. (3) The reactants are Br[C:2]1[CH:9]=[CH:8][C:5]([C:6]#[N:7])=[C:4]([F:10])[CH:3]=1.C([O-])([O-])=O.[K+].[K+].O.[CH3:18][C:19]([OH:23])([C:21]#[CH:22])[CH3:20]. The catalyst is [Pd].COCCOC.[Cu]I.Cl[Pd]Cl.C1(P(C2C=CC=CC=2)C2C=CC=CC=2)C=CC=CC=1. The product is [F:10][C:4]1[CH:3]=[C:2]([C:22]#[C:21][C:19]([OH:23])([CH3:20])[CH3:18])[CH:9]=[CH:8][C:5]=1[C:6]#[N:7]. The yield is 0.980. (4) The reactants are [OH:1][C:2]1[CH:11]=[CH:10][C:5]2[C:6](=[O:9])[CH2:7][O:8][C:4]=2[C:3]=1[CH2:12][N:13]1[CH2:18][CH2:17][N:16]([CH3:19])[CH2:15][CH2:14]1.[S:20]([N:30]1[C:38]2[C:33](=[CH:34][CH:35]=[CH:36][CH:37]=2)[C:32]([CH:39]=O)=[CH:31]1)([C:23]1[CH:29]=[CH:28][C:26]([CH3:27])=[CH:25][CH:24]=1)(=[O:22])=[O:21].N1CCCCC1. The yield is 0.810. The catalyst is CO. The product is [OH:1][C:2]1[CH:11]=[CH:10][C:5]2[C:6](=[O:9])/[C:7](=[CH:39]/[C:32]3[C:33]4[C:38](=[CH:37][CH:36]=[CH:35][CH:34]=4)[N:30]([S:20]([C:23]4[CH:24]=[CH:25][C:26]([CH3:27])=[CH:28][CH:29]=4)(=[O:22])=[O:21])[CH:31]=3)/[O:8][C:4]=2[C:3]=1[CH2:12][N:13]1[CH2:14][CH2:15][N:16]([CH3:19])[CH2:17][CH2:18]1. (5) The reactants are O.C1(C)C=CC(S(O)(=O)=O)=CC=1.[F:13][C:14]1[C:20]([N+:21]([O-:23])=[O:22])=[CH:19][C:17]([NH2:18])=[C:16]([O:24][CH3:25])[CH:15]=1.Cl[C:27]1[N:32]=[C:31]([C:33]2[C:41]3[C:36](=[CH:37][CH:38]=[CH:39][CH:40]=3)[NH:35][CH:34]=2)[CH:30]=[CH:29][N:28]=1. The catalyst is CC(O)CCC. The product is [F:13][C:14]1[C:20]([N+:21]([O-:23])=[O:22])=[CH:19][C:17]([NH:18][C:27]2[N:32]=[C:31]([C:33]3[C:41]4[C:36](=[CH:37][CH:38]=[CH:39][CH:40]=4)[NH:35][CH:34]=3)[CH:30]=[CH:29][N:28]=2)=[C:16]([O:24][CH3:25])[CH:15]=1. The yield is 0.550. (6) The yield is 0.790. The reactants are [OH:1][C:2]1[CH:11]=[CH:10][C:5]([C:6]([O:8][CH3:9])=[O:7])=[CH:4][C:3]=1[CH:12]=[C:13]([CH3:15])[CH3:14].CCOC(C)=O. The catalyst is [Pd]. The product is [OH:1][C:2]1[CH:11]=[CH:10][C:5]([C:6]([O:8][CH3:9])=[O:7])=[CH:4][C:3]=1[CH2:12][CH:13]([CH3:15])[CH3:14]. (7) The reactants are [CH2:1]([C:8]1N=C2C(CC3C=CC=CC=3)=NC(C3C=CC=CC=3)=CN2[C:29]=1[O:30]C)[C:2]1[CH:7]=[CH:6][CH:5]=[CH:4][CH:3]=1.C(C1C(=[O:61])N2C=C(C3C=CC=CC=3)NC(CC3C=CC=CC=3)=C2N=1)C1C=CC=CC=1.C(N(C(C)C)CC)(C)C.CI. The catalyst is CN(C=O)C.ClCCl. The product is [O:61]=[C:8]([CH2:1][C:2]1[CH:7]=[CH:6][CH:5]=[CH:4][CH:3]=1)[CH:29]=[O:30]. The yield is 0.770.